Dataset: Forward reaction prediction with 1.9M reactions from USPTO patents (1976-2016). Task: Predict the product of the given reaction. (1) Given the reactants [Cl:1][C:2]1[C:3]([N:12]2[CH:16]=[C:15]([CH:17]([CH:19]3[CH2:24][CH2:23][CH2:22][CH2:21][CH2:20]3)O)[C:14]([CH3:25])=[N:13]2)=[N:4][CH:5]=[C:6]([C:8]([F:11])([F:10])[F:9])[CH:7]=1.[NH2:26][C:27]1[CH:32]=[CH:31][C:30]([C:33]([NH:35][CH2:36][CH2:37][C:38]([O:40]CC)=[O:39])=[O:34])=[CH:29][CH:28]=1, predict the reaction product. The product is: [Cl:1][C:2]1[C:3]([N:12]2[CH:16]=[C:15]([CH:17]([NH:26][C:27]3[CH:28]=[CH:29][C:30]([C:33]([NH:35][CH2:36][CH2:37][C:38]([OH:40])=[O:39])=[O:34])=[CH:31][CH:32]=3)[CH:19]3[CH2:24][CH2:23][CH2:22][CH2:21][CH2:20]3)[C:14]([CH3:25])=[N:13]2)=[N:4][CH:5]=[C:6]([C:8]([F:11])([F:10])[F:9])[CH:7]=1. (2) Given the reactants [Br:1][C:2]1[CH:3]=[C:4]2[C:9](=[C:10]([Br:14])[C:11]=1[O:12][CH3:13])[CH2:8][NH:7][C@@:6]([CH3:18])([C:15]([OH:17])=[O:16])[CH2:5]2.C(N(CC)CC)C.[C:26](O[C:26]([O:28][C:29]([CH3:32])([CH3:31])[CH3:30])=[O:27])([O:28][C:29]([CH3:32])([CH3:31])[CH3:30])=[O:27], predict the reaction product. The product is: [Br:1][C:2]1[CH:3]=[C:4]2[C:9](=[C:10]([Br:14])[C:11]=1[O:12][CH3:13])[CH2:8][N:7]([C:26]([O:28][C:29]([CH3:32])([CH3:31])[CH3:30])=[O:27])[C@@:6]([CH3:18])([C:15]([OH:17])=[O:16])[CH2:5]2. (3) Given the reactants [NH2:1][CH2:2][C:3]1[CH:26]=[CH:25][CH:24]=[CH:23][C:4]=1[CH2:5][O:6][C:7]1[N:12]=[CH:11][N:10]([CH2:13][C:14]2[CH:19]=[CH:18][CH:17]=[CH:16][CH:15]=2)[C:9](=[O:20])[C:8]=1[CH2:21][CH3:22].C(N1C(=O)C(CC)=C(OCC2C=CC=CC=2CNC(NC2N(C3C=CC(C)=CC=3)N=C(C(C)(C)C)C=2)=O)N=C1)C1C=CC=CC=1.C(N(CC)CC)C.[C:79]([C:83]1[CH:87]=[C:86]([NH:88][C:89](=O)[O:90]C2C=CC([N+]([O-])=O)=CC=2)[N:85]([C:101]2[CH:106]=[CH:105][CH:104]=[C:103]([F:107])[CH:102]=2)[N:84]=1)([CH3:82])([CH3:81])[CH3:80].BrC1C(=O)N(CC2C=CC(OC)=CC=2)C(C)=CC=1OCC1C=CC=CC=1CNC(NC1N(C2C=CC=C(F)C=2)N=C(C(C)(C)C)C=1)=O, predict the reaction product. The product is: [CH2:13]([N:10]1[C:9](=[O:20])[C:8]([CH2:21][CH3:22])=[C:7]([O:6][CH2:5][C:4]2[CH:23]=[CH:24][CH:25]=[CH:26][C:3]=2[CH2:2][NH:1][C:89]([NH:88][C:86]2[N:85]([C:101]3[CH:106]=[CH:105][CH:104]=[C:103]([F:107])[CH:102]=3)[N:84]=[C:83]([C:79]([CH3:82])([CH3:81])[CH3:80])[CH:87]=2)=[O:90])[N:12]=[CH:11]1)[C:14]1[CH:15]=[CH:16][CH:17]=[CH:18][CH:19]=1. (4) Given the reactants C([O:4]N([C@H]1CN(C(OC(C)(C)C)=O)[C@H](C(O)=O)C(C)=C1)S(C1C=CC=CC=1[N+]([O-])=O)(=O)=O)C=C.[CH2:35]([O:38][N:39]([C@H:52]1[CH2:57][N:56]([C:58]([O:60][C:61]([CH3:64])([CH3:63])[CH3:62])=[O:59])[C@H:55]([CH2:65][OH:66])[C:54]([CH:67]([CH3:69])[CH3:68])=[CH:53]1)[S:40]([C:43]1[CH:48]=[CH:47][CH:46]=[CH:45][C:44]=1[N+:49]([O-:51])=[O:50])(=[O:42])=[O:41])[CH:36]=[CH2:37], predict the reaction product. The product is: [CH2:35]([O:38][N:39]([C@H:52]1[CH2:57][N:56]([C:58]([O:60][C:61]([CH3:62])([CH3:63])[CH3:64])=[O:59])[C@H:55]([C:65]([OH:4])=[O:66])[C:54]([CH:67]([CH3:69])[CH3:68])=[CH:53]1)[S:40]([C:43]1[CH:48]=[CH:47][CH:46]=[CH:45][C:44]=1[N+:49]([O-:51])=[O:50])(=[O:42])=[O:41])[CH:36]=[CH2:37]. (5) The product is: [CH3:6][S:5][CH2:4][CH2:3][CH:2]1[NH:1][C:7](=[O:9])[CH:2]([CH2:3][CH2:4][S:5][CH3:6])[NH:1][C:7]1=[O:9]. Given the reactants [NH2:1][C@H:2]([C:7]([OH:9])=O)[CH2:3][CH2:4][S:5][CH3:6], predict the reaction product.